This data is from Experimentally validated miRNA-target interactions with 360,000+ pairs, plus equal number of negative samples. The task is: Binary Classification. Given a miRNA mature sequence and a target amino acid sequence, predict their likelihood of interaction. The miRNA is cel-miR-360-3p with sequence UGACCGUAAUCCCGUUCACAA. The protein sequence of the target gene is MTEETHPDDDSYIVRVKAVVMTRDDSSGGWFPQEGGGISRVGVCKVMHPEGNGRSGFLIHGERQKDKLVVLECYVRKDLVYTKANPTFHHWKVDNRKFGLTFQSPADARAFDRGVRKAIEDLIEGSTTSSSTIHNEAELGDDDVFTTATDSSSNSSQKREQPTRTISSPTSCEHRRIYTLGHLHDSYPTDHYHLDQPMPRPYRQVSFPDDDEEIVRINPREKIWMTGYEDYRHAPVRGKYPDPSEDADSSYVRFAKGEVPKHDYNYPYVDSSDFGLGEDPKGRGGSVIKTQPSRGKSRRR.... Result: 0 (no interaction).